The task is: Predict the reactants needed to synthesize the given product.. This data is from Full USPTO retrosynthesis dataset with 1.9M reactions from patents (1976-2016). (1) Given the product [C:30]([C:25]1[N:26]([CH2:36][C:37]([NH2:39])=[O:38])[C:27]2[C:23]([CH:24]=1)=[CH:22][C:21]([CH2:20][N:17]1[CH2:16][CH2:15][CH:14]([NH:13][C:12]3[C:7]4[CH:6]=[C:5]([CH2:4][C:3]([F:33])([F:2])[F:34])[S:32][C:8]=4[N:9]=[CH:10][N:11]=3)[CH2:19][CH2:18]1)=[CH:29][CH:28]=2)#[N:31], predict the reactants needed to synthesize it. The reactants are: Cl.[F:2][C:3]([F:34])([F:33])[CH2:4][C:5]1[S:32][C:8]2[N:9]=[CH:10][N:11]=[C:12]([NH:13][CH:14]3[CH2:19][CH2:18][N:17]([CH2:20][C:21]4[CH:22]=[C:23]5[C:27](=[CH:28][CH:29]=4)[NH:26][C:25]([C:30]#[N:31])=[CH:24]5)[CH2:16][CH2:15]3)[C:7]=2[CH:6]=1.Br[CH2:36][C:37]([NH2:39])=[O:38].C(=O)([O-])[O-].[Cs+].[Cs+]. (2) The reactants are: [O:1]1[CH:5]=[CH:4][C:3]([NH2:6])=[N:2]1.[Cl:7][C:8]1[N:13]=[C:12](Cl)[C:11]([Cl:15])=[CH:10][N:9]=1.C(=O)([O-])[O-].[Na+].[Na+]. Given the product [Cl:7][C:8]1[N:13]=[C:12]([NH:6][C:3]2[CH:4]=[CH:5][O:1][N:2]=2)[C:11]([Cl:15])=[CH:10][N:9]=1, predict the reactants needed to synthesize it. (3) Given the product [OH:1][CH2:2][C:3]1([CH3:49])[CH2:11][C:10]2[NH:9][N:8]=[C:7]([C:20]3[NH:21][C:22]4[C:27]([CH:28]=3)=[CH:26][CH:25]=[C:24]([N:29]([CH3:40])[C:30](=[O:39])[CH2:31][N:32]3[CH2:37][CH2:36][CH2:35][CH2:34][C:33]3=[O:38])[CH:23]=4)[C:6]=2[CH2:5][CH2:4]1, predict the reactants needed to synthesize it. The reactants are: [OH:1][CH2:2][C:3]1([CH3:49])[CH2:11][C:10]2[N:9](COCC[Si](C)(C)C)[N:8]=[C:7]([C:20]3[N:21](COCC[Si](C)(C)C)[C:22]4[C:27]([CH:28]=3)=[CH:26][CH:25]=[C:24]([N:29]([CH3:40])[C:30](=[O:39])[CH2:31][N:32]3[CH2:37][CH2:36][CH2:35][CH2:34][C:33]3=[O:38])[CH:23]=4)[C:6]=2[CH2:5][CH2:4]1.[F-].C([N+](CCCC)(CCCC)CCCC)CCC.